Dataset: Full USPTO retrosynthesis dataset with 1.9M reactions from patents (1976-2016). Task: Predict the reactants needed to synthesize the given product. (1) Given the product [Cl:19][C:20]1[N:29]=[CH:28][C:27]2[N:26]3[CH:2]=[N:1][C:3]([C:4]([O:6][CH2:7][CH3:8])=[O:5])=[C:25]3[C@@H:24]([CH3:31])[N:23]([CH:32]3[CH2:33][CH2:34][CH2:35][CH2:36]3)[C:22]=2[N:21]=1, predict the reactants needed to synthesize it. The reactants are: [N+:1]([CH2:3][C:4]([O:6][CH2:7][CH3:8])=[O:5])#[C-:2].C([N-]C(C)C)(C)C.[Li+].[H-].[Na+].[Cl:19][C:20]1[N:29]=[CH:28][C:27]2[NH:26][C:25](=O)[C@@H:24]([CH3:31])[N:23]([CH:32]3[CH2:36][CH2:35][CH2:34][CH2:33]3)[C:22]=2[N:21]=1.P(OCl)(OCC)(OCC)=O.C(O)(=O)C. (2) The reactants are: [Cl:1][C:2]1[CH:7]=[CH:6][C:5]([C:8]2[S:12][C:11]([N:13]=[C:14]=[O:15])=[N:10][C:9]=2[CH3:16])=[CH:4][C:3]=1[S:17]([CH3:20])(=[O:19])=[O:18].ClC1C=CC(C2SC(N)=NC=2C)=CC=1S(C)(=O)=O.[C:39]([Si:43]([C:55]1[CH:60]=[CH:59][CH:58]=[CH:57][CH:56]=1)([C:49]1[CH:54]=[CH:53][CH:52]=[CH:51][CH:50]=1)[O:44][CH:45]1[CH2:48][NH:47][CH2:46]1)([CH3:42])([CH3:41])[CH3:40]. Given the product [Cl:1][C:2]1[CH:7]=[CH:6][C:5]([C:8]2[S:12][C:11]([NH:13][C:14]([N:47]3[CH2:46][CH:45]([O:44][Si:43]([C:39]([CH3:42])([CH3:41])[CH3:40])([C:55]4[CH:56]=[CH:57][CH:58]=[CH:59][CH:60]=4)[C:49]4[CH:54]=[CH:53][CH:52]=[CH:51][CH:50]=4)[CH2:48]3)=[O:15])=[N:10][C:9]=2[CH3:16])=[CH:4][C:3]=1[S:17]([CH3:20])(=[O:18])=[O:19], predict the reactants needed to synthesize it.